From a dataset of Reaction yield outcomes from USPTO patents with 853,638 reactions. Predict the reaction yield, written as a fraction of the theoretical maximum amount of product (1.0 means a 100% yield; for example, 0.34 means a 34% yield). (1) The reactants are O[CH2:2][C:3]1[O:7][N:6]=[C:5]([N:8]2[CH2:13][CH2:12][N:11]([C:14]([O:16][C:17]([CH3:20])([CH3:19])[CH3:18])=[O:15])[CH2:10][CH2:9]2)[N:4]=1.[Cl:21]CCl.N1C=CC=CC=1.S(Cl)(Cl)=O. The catalyst is C(OCC)(=O)C. The product is [Cl:21][CH2:2][C:3]1[O:7][N:6]=[C:5]([N:8]2[CH2:13][CH2:12][N:11]([C:14]([O:16][C:17]([CH3:20])([CH3:19])[CH3:18])=[O:15])[CH2:10][CH2:9]2)[N:4]=1. The yield is 0.610. (2) The reactants are [NH2:1][C:2]1[CH:9]=[CH:8][CH:7]=[CH:6][C:3]=1[C:4]#[N:5].[CH2:10](N)[CH2:11][NH2:12]. The catalyst is O.P12(SP3(SP(SP(S3)(S1)=S)(=S)S2)=S)=S. The product is [NH:5]1[CH2:10][CH2:11][N:12]=[C:4]1[C:3]1[CH:6]=[CH:7][CH:8]=[CH:9][C:2]=1[NH2:1]. The yield is 0.810.